Dataset: Full USPTO retrosynthesis dataset with 1.9M reactions from patents (1976-2016). Task: Predict the reactants needed to synthesize the given product. (1) The reactants are: [C:1]([C:4]1[CH:5]=[CH:6][C:7]([N:10]2[CH:14]=[CH:13][N:12]=[CH:11]2)=[N:8][CH:9]=1)(=[O:3])[CH3:2].[Br:15][Si](C)(C)C.O.BrN1C(=O)CCC1=O. Given the product [Br:15][CH2:2][C:1]([C:4]1[CH:5]=[CH:6][C:7]([N:10]2[CH:14]=[CH:13][N:12]=[CH:11]2)=[N:8][CH:9]=1)=[O:3], predict the reactants needed to synthesize it. (2) Given the product [CH2:21]([C@H:9]([NH:8][C:6](=[O:7])[C:5]1[CH:4]=[C:3]([N:2]([CH3:1])[S:42]([CH3:45])(=[O:44])=[O:43])[CH:30]=[C:29]([C:31]([NH:33][C@@H:34]([C:36]2[CH:37]=[CH:38][CH:39]=[CH:40][CH:41]=2)[CH3:35])=[O:32])[CH:28]=1)[C@@H:10]([OH:14])[C:11]([NH:46][C:47]1[NH:51][C:50]2[CH:52]=[CH:53][CH:54]=[CH:55][C:49]=2[N:48]=1)=[O:13])[C:22]1[CH:27]=[CH:26][CH:25]=[CH:24][CH:23]=1, predict the reactants needed to synthesize it. The reactants are: [CH3:1][N:2]([S:42]([CH3:45])(=[O:44])=[O:43])[C:3]1[CH:4]=[C:5]([CH:28]=[C:29]([C:31]([NH:33][C@@H:34]([C:36]2[CH:41]=[CH:40][CH:39]=[CH:38][CH:37]=2)[CH3:35])=[O:32])[CH:30]=1)[C:6]([NH:8][C@@H:9]([CH2:21][C:22]1[CH:27]=[CH:26][CH:25]=[CH:24][CH:23]=1)[C@@H:10]([O:14]C1CCCCO1)[C:11]([OH:13])=O)=[O:7].[NH2:46][C:47]1[NH:48][C:49]2[CH:55]=[CH:54][CH:53]=[CH:52][C:50]=2[N:51]=1.C1C=CC2N(O)N=NC=2C=1.O. (3) Given the product [S:23]([OH:26])([OH:25])(=[O:24])=[O:22].[CH2:1]([NH:4][C:5]1[N:10]=[C:9]([NH:11][CH2:12][CH2:13][CH3:14])[N:8]=[C:7]([N:15]([CH3:21])[O:16][CH2:17][CH:18]2[CH2:19][CH2:20]2)[N:6]=1)[CH2:2][CH3:3], predict the reactants needed to synthesize it. The reactants are: [CH2:1]([NH:4][C:5]1[N:10]=[C:9]([NH:11][CH2:12][CH2:13][CH3:14])[N:8]=[C:7]([N:15]([CH3:21])[O:16][CH2:17][CH:18]2[CH2:20][CH2:19]2)[N:6]=1)[CH2:2][CH3:3].[OH:22][S:23]([OH:26])(=[O:25])=[O:24]. (4) Given the product [F:10][C:4]1[CH:3]=[C:2]([C:15]2[CH:16]=[CH:17][C:12]([F:11])=[CH:13][CH:14]=2)[CH:9]=[CH:8][C:5]=1[CH:6]=[O:7], predict the reactants needed to synthesize it. The reactants are: Br[C:2]1[CH:9]=[CH:8][C:5]([CH:6]=[O:7])=[C:4]([F:10])[CH:3]=1.[F:11][C:12]1[CH:17]=[CH:16][C:15](B(O)O)=[CH:14][CH:13]=1.C(=O)([O-])[O-].[Na+].[Na+]. (5) Given the product [C:1]12([CH2:11][C:12]([NH:14][C:15]3[C:24]([Cl:25])=[CH:23][CH:22]=[C:21]4[C:16]=3[CH:17]=[CH:18][C:19]([CH:27]=[CH2:28])=[N:20]4)=[O:13])[CH2:10][CH:5]3[CH2:4][CH:3]([CH2:9][CH:7]([CH2:6]3)[CH2:8]1)[CH2:2]2, predict the reactants needed to synthesize it. The reactants are: [C:1]12([CH2:11][C:12]([NH:14][C:15]3[C:24]([Cl:25])=[CH:23][CH:22]=[C:21]4[C:16]=3[CH:17]=[CH:18][C:19](Cl)=[N:20]4)=[O:13])[CH2:10][CH:5]3[CH2:6][CH:7]([CH2:9][CH:3]([CH2:4]3)[CH2:2]1)[CH2:8]2.[CH2:27]([Sn](CCCC)(CCCC)C=C)[CH2:28]CC.C(C1C=C(C)C=C(C(C)(C)C)C=1O)(C)(C)C. (6) Given the product [CH2:28]([O:1][C:2]1[CH:11]=[C:6]([C:7]([O:9][CH3:10])=[O:8])[CH:5]=[C:4]([CH:3]=1)[C:12]([O:14][CH3:15])=[O:13])[C:25]1[CH:26]=[CH:27][CH:22]=[CH:23][CH:24]=1, predict the reactants needed to synthesize it. The reactants are: [OH:1][C:2]1[CH:3]=[C:4]([C:12]([O:14][CH3:15])=[O:13])[CH:5]=[C:6]([CH:11]=1)[C:7]([O:9][CH3:10])=[O:8].C([O-])([O-])=O.[K+].[K+].[CH:22]1[CH:27]=[CH:26][C:25]([CH2:28]Br)=[CH:24][CH:23]=1.